This data is from Aqueous solubility values for 9,982 compounds from the AqSolDB database. The task is: Regression/Classification. Given a drug SMILES string, predict its absorption, distribution, metabolism, or excretion properties. Task type varies by dataset: regression for continuous measurements (e.g., permeability, clearance, half-life) or binary classification for categorical outcomes (e.g., BBB penetration, CYP inhibition). For this dataset (solubility_aqsoldb), we predict Y. (1) The compound is CCCCCC(=O)OCn1c(=O)[nH]cc(F)c1=O. The Y is -2.11 log mol/L. (2) The compound is CCCC(C)C1(CC)C(=O)NC(=S)NC1=O. The Y is -3.60 log mol/L. (3) The drug is CC(Oc1ccc(Oc2cnc3cc(Cl)ccc3n2)cc1)C(=O)OC1CCCO1. The Y is -5.02 log mol/L. (4) The compound is C[Si]1(C)O[Si](C)(C)O[Si](C)(C)O[Si](C)(C)O1. The Y is -6.95 log mol/L. (5) The drug is O=[Mo](=O)([O-])[O-].[Na+].[Na+]. The Y is 0.502 log mol/L. (6) The drug is CC(C(=O)OCC(=O)N(C)CC(N)=O)c1cccc(C(=O)c2ccccc2)c1. The Y is -2.42 log mol/L.